This data is from Reaction yield outcomes from USPTO patents with 853,638 reactions. The task is: Predict the reaction yield, written as a fraction of the theoretical maximum amount of product (1.0 means a 100% yield; for example, 0.34 means a 34% yield). (1) The reactants are [O-:1][S:2]([O-:4])=[O:3].[Na+:5].[Na+].Br[CH2:8][C:9]1[CH:14]=[CH:13][CH:12]=[CH:11][C:10]=1[N+:15]([O-:17])=[O:16]. The catalyst is CCCC[N+](CCCC)(CCCC)CCCC.[I-].O. The product is [N+:15]([C:10]1[CH:11]=[CH:12][CH:13]=[CH:14][C:9]=1[CH2:8][S:2]([O-:4])(=[O:1])=[O:3])([O-:17])=[O:16].[Na+:5]. The yield is 0.900. (2) The reactants are C(=O)([O-])[O-].[Cs+].[Cs+].CC(C1C=C(C(C)C)C(C2C=CC=CC=2P(C2CCCCC2)C2CCCCC2)=C(C(C)C)C=1)C.Br[C:42]1[CH:47]=[C:46]([N+:48]([O-:50])=[O:49])[CH:45]=[CH:44][C:43]=1[O:51][CH3:52].[CH3:53][NH:54][CH2:55][CH2:56][N:57]([CH3:59])[CH3:58]. The catalyst is CC([O-])=O.CC([O-])=O.[Pd+2].C1(C)C=CC=CC=1. The product is [CH3:52][O:51][C:43]1[CH:44]=[CH:45][C:46]([N+:48]([O-:50])=[O:49])=[CH:47][C:42]=1[N:54]([CH3:53])[CH2:55][CH2:56][N:57]([CH3:59])[CH3:58]. The yield is 0.270. (3) The reactants are [CH3:1][O:2][CH2:3][C@@H:4]1[N:8]([C:9]([O:11][CH2:12][C:13]2[CH:18]=[CH:17][CH:16]=[CH:15][CH:14]=2)=[O:10])[CH2:7][C@@H:6](S(C2C=CC(C)=CC=2)(=O)=O)[CH2:5]1.C1OCCOCCOCCOCCOCCOC1.[C-:47]#[N:48].[K+]. The catalyst is CS(C)=O.O. The product is [CH3:1][O:2][CH2:3][C@H:4]1[N:8]([C:9]([O:11][CH2:12][C:13]2[CH:14]=[CH:15][CH:16]=[CH:17][CH:18]=2)=[O:10])[CH2:7][C@@H:6]([C:47]#[N:48])[CH2:5]1. The yield is 0.690. (4) The reactants are [C:1]([O:5][C:6](=[O:27])[NH:7][C:8]1[CH:13]=[CH:12][CH:11]=[CH:10][C:9]=1[NH:14][C:15](=[O:26])[C:16]1[CH:21]=[CH:20][C:19]([CH:22]([NH2:25])[CH2:23][OH:24])=[CH:18][CH:17]=1)([CH3:4])([CH3:3])[CH3:2].[CH3:28][O:29][C:30]1[CH:31]=[C:32]([CH:36]=[CH:37][C:38]=1[O:39][CH3:40])[C:33](Cl)=[O:34].CCN(CC)CC.[NH4+].[Cl-]. The catalyst is C(Cl)Cl. The product is [C:1]([O:5][C:6](=[O:27])[NH:7][C:8]1[CH:13]=[CH:12][CH:11]=[CH:10][C:9]=1[NH:14][C:15](=[O:26])[C:16]1[CH:17]=[CH:18][C:19]([CH:22]([NH:25][C:33](=[O:34])[C:32]2[CH:36]=[CH:37][C:38]([O:39][CH3:40])=[C:30]([O:29][CH3:28])[CH:31]=2)[CH2:23][OH:24])=[CH:20][CH:21]=1)([CH3:4])([CH3:2])[CH3:3]. The yield is 0.710. (5) The reactants are [C:1]([N:4]1[C:13]2[C:8](=[CH:9][CH:10]=[CH:11][CH:12]=2)[C:7](=[N:14][C:15]2[CH:20]=[CH:19][CH:18]=[CH:17][C:16]=2[F:21])[CH2:6][CH:5]1[CH3:22])(=[O:3])[CH3:2].C([BH3-])#N.[Na+].Cl.C(=O)([O-])O.[Na+]. The catalyst is CO. The product is [C:1]([N:4]1[C:13]2[C:8](=[CH:9][CH:10]=[CH:11][CH:12]=2)[C@H:7]([NH:14][C:15]2[CH:20]=[CH:19][CH:18]=[CH:17][C:16]=2[F:21])[CH2:6][C@@H:5]1[CH3:22])(=[O:3])[CH3:2]. The yield is 0.880.